This data is from Reaction yield outcomes from USPTO patents with 853,638 reactions. The task is: Predict the reaction yield, written as a fraction of the theoretical maximum amount of product (1.0 means a 100% yield; for example, 0.34 means a 34% yield). (1) The product is [Cl:13][C:6]1[CH:5]=[C:4]([CH2:14][C:15]([O:17][CH2:18][CH3:19])=[O:16])[CH:3]=[C:2]([C:25]2[CH:26]=[CH:27][C:22]([C:21]([F:32])([F:31])[F:20])=[CH:23][CH:24]=2)[C:7]=1[O:8][CH2:9][CH:10]1[CH2:12][CH2:11]1. The reactants are Br[C:2]1[CH:3]=[C:4]([CH2:14][C:15]([O:17][CH2:18][CH3:19])=[O:16])[CH:5]=[C:6]([Cl:13])[C:7]=1[O:8][CH2:9][CH:10]1[CH2:12][CH2:11]1.[F:20][C:21]([F:32])([F:31])[C:22]1[CH:27]=[CH:26][C:25](B(O)O)=[CH:24][CH:23]=1.C(=O)([O-])[O-].[Cs+].[Cs+]. The yield is 0.570. The catalyst is CN(C=O)C.O.C1C=CC([P]([Pd]([P](C2C=CC=CC=2)(C2C=CC=CC=2)C2C=CC=CC=2)([P](C2C=CC=CC=2)(C2C=CC=CC=2)C2C=CC=CC=2)[P](C2C=CC=CC=2)(C2C=CC=CC=2)C2C=CC=CC=2)(C2C=CC=CC=2)C2C=CC=CC=2)=CC=1. (2) The reactants are [F:1][C:2]1[C:3]([NH2:18])=[N:4][C:5]([O:8][CH2:9][C:10]2[CH:15]=[CH:14][CH:13]=[CH:12][C:11]=2[O:16][CH3:17])=[N:6][CH:7]=1.[Li+].C[Si]([N-][Si](C)(C)C)(C)C.[C:29]1([S:35](Cl)(=[O:37])=[O:36])[CH:34]=[CH:33][CH:32]=[CH:31][CH:30]=1. The catalyst is C1COCC1. The product is [F:1][C:2]1[C:3]([NH:18][S:35]([C:29]2[CH:34]=[CH:33][CH:32]=[CH:31][CH:30]=2)(=[O:37])=[O:36])=[N:4][C:5]([O:8][CH2:9][C:10]2[CH:15]=[CH:14][CH:13]=[CH:12][C:11]=2[O:16][CH3:17])=[N:6][CH:7]=1. The yield is 0.910. (3) The reactants are C(OC(=O)[NH:7][C:8]1[CH:13]=[C:12]([CH2:14][CH2:15][O:16][C:17]2[C:26]3[C:21](=[CH:22][CH:23]=[CH:24][CH:25]=3)[C:20]([NH:27][C:28]([NH:30][C:31]3[N:35]([C:36]4[CH:41]=[CH:40][C:39]([CH3:42])=[CH:38][CH:37]=4)[N:34]=[C:33]([C:43]([CH3:46])([CH3:45])[CH3:44])[CH:32]=3)=[O:29])=[CH:19][CH:18]=2)[CH:11]=[CH:10][N:9]=1)(C)(C)C.C(O)(C(F)(F)F)=O. The catalyst is C(Cl)Cl. The product is [NH2:7][C:8]1[CH:13]=[C:12]([CH2:14][CH2:15][O:16][C:17]2[C:26]3[C:21](=[CH:22][CH:23]=[CH:24][CH:25]=3)[C:20]([NH:27][C:28]([NH:30][C:31]3[N:35]([C:36]4[CH:37]=[CH:38][C:39]([CH3:42])=[CH:40][CH:41]=4)[N:34]=[C:33]([C:43]([CH3:46])([CH3:45])[CH3:44])[CH:32]=3)=[O:29])=[CH:19][CH:18]=2)[CH:11]=[CH:10][N:9]=1. The yield is 1.00. (4) The reactants are [CH2:1]([N:8]1[C@H:13]([CH3:14])[CH2:12][N:11]([C:15]([C:17]2[CH:22]=[C:21]([C:23]3[CH:28]=[CH:27][C:26]([OH:29])=[CH:25][CH:24]=3)[N:20]=[C:19]3[N:30]([CH:34]4[CH2:39][CH2:38][CH2:37][CH2:36][O:35]4)[N:31]=[C:32]([CH3:33])[C:18]=23)=O)[C@@H:10]([CH3:40])[CH2:9]1)[C:2]1[CH:7]=[CH:6][CH:5]=[CH:4][CH:3]=1.[H-].[Al+3].[Li+].[H-].[H-].[H-]. The catalyst is C1COCC1. The product is [CH2:1]([N:8]1[C@H:13]([CH3:14])[CH2:12][N:11]([CH2:15][C:17]2[CH:22]=[C:21]([C:23]3[CH:28]=[CH:27][C:26]([OH:29])=[CH:25][CH:24]=3)[N:20]=[C:19]3[N:30]([CH:34]4[CH2:39][CH2:38][CH2:37][CH2:36][O:35]4)[N:31]=[C:32]([CH3:33])[C:18]=23)[C@@H:10]([CH3:40])[CH2:9]1)[C:2]1[CH:7]=[CH:6][CH:5]=[CH:4][CH:3]=1. The yield is 0.860.